Dataset: Full USPTO retrosynthesis dataset with 1.9M reactions from patents (1976-2016). Task: Predict the reactants needed to synthesize the given product. (1) Given the product [C:28]1([C@@H:34]([NH:36][C:14]([CH:13]2[C:11]3([CH2:10][CH2:9][N:8]([C:6]([O:5][C:1]([CH3:2])([CH3:3])[CH3:4])=[O:7])[CH2:18][CH2:17]3)[CH2:12]2)=[O:16])[CH3:35])[CH:33]=[CH:32][CH:31]=[CH:30][CH:29]=1, predict the reactants needed to synthesize it. The reactants are: [C:1]([O:5][C:6]([N:8]1[CH2:18][CH2:17][C:11]2([CH:13]([C:14]([OH:16])=O)[CH2:12]2)[CH2:10][CH2:9]1)=[O:7])([CH3:4])([CH3:3])[CH3:2].CCN(C(C)C)C(C)C.[C:28]1([C@@H:34]([NH2:36])[CH3:35])[CH:33]=[CH:32][CH:31]=[CH:30][CH:29]=1. (2) Given the product [Br:21][CH2:22][CH2:23][O:1][C:2]1[CH:9]=[CH:8][C:5]([CH:6]=[O:7])=[CH:4][CH:3]=1, predict the reactants needed to synthesize it. The reactants are: [OH:1][C:2]1[CH:9]=[CH:8][C:5]([CH:6]=[O:7])=[CH:4][CH:3]=1.C(=O)([O-])[O-].[K+].[K+].CN(C=O)C.[Br:21][CH:22](Br)[CH3:23]. (3) Given the product [Cl:8][C:6]1[CH:5]=[CH:4][C:3]([CH3:9])=[C:2]([C:10]2[CH:15]=[CH:14][CH:13]=[CH:12][CH:11]=2)[CH:7]=1, predict the reactants needed to synthesize it. The reactants are: Br[C:2]1[CH:7]=[C:6]([Cl:8])[CH:5]=[CH:4][C:3]=1[CH3:9].[C:10]1(B(O)O)[CH:15]=[CH:14][CH:13]=[CH:12][CH:11]=1.P(C1C=CC=CC=1)(C1C=CC=CC=1)C1C=CC=CC=1.C([O-])([O-])=O.[K+].[K+]. (4) Given the product [Br:37][C:8]1[C:7](=[O:23])[N:6]([CH2:5][C:4]2[CH:24]=[CH:25][C:26]([O:28][CH3:29])=[CH:27][C:3]=2[O:2][CH3:1])[C:11]([CH3:12])=[CH:10][C:9]=1[O:13][CH2:14][C:15]1[CH:22]=[CH:21][CH:20]=[CH:19][C:16]=1[C:17]#[N:18], predict the reactants needed to synthesize it. The reactants are: [CH3:1][O:2][C:3]1[CH:27]=[C:26]([O:28][CH3:29])[CH:25]=[CH:24][C:4]=1[CH2:5][N:6]1[C:11]([CH3:12])=[CH:10][C:9]([O:13][CH2:14][C:15]2[CH:22]=[CH:21][CH:20]=[CH:19][C:16]=2[C:17]#[N:18])=[CH:8][C:7]1=[O:23].C1C(=O)N([Br:37])C(=O)C1.